Dataset: Full USPTO retrosynthesis dataset with 1.9M reactions from patents (1976-2016). Task: Predict the reactants needed to synthesize the given product. (1) Given the product [O:1]1[C:5]2[CH:6]=[CH:7][C:8]([C:10]3([C:13]([NH:15][C:16]4[CH:17]=[C:18]([CH3:31])[C:19]([CH3:30])=[C:20]([C:22]5[CH:27]=[CH:26][C:25](=[O:28])[NH:24][CH:23]=5)[N:21]=4)=[O:14])[CH2:12][CH2:11]3)=[CH:9][C:4]=2[CH2:3][CH2:2]1, predict the reactants needed to synthesize it. The reactants are: [O:1]1[C:5]2[CH:6]=[CH:7][C:8]([C:10]3([C:13]([NH:15][C:16]4[N:21]=[C:20]([C:22]5[CH:23]=[N:24][C:25]([O:28]C)=[CH:26][CH:27]=5)[C:19]([CH3:30])=[C:18]([CH3:31])[CH:17]=4)=[O:14])[CH2:12][CH2:11]3)=[CH:9][C:4]=2[CH2:3][CH2:2]1.[Si](I)(C)(C)C.CO.C(OCC)(=O)C. (2) Given the product [Cl:46][C:47]1[N:52]=[CH:51][C:50]([S:53]([N:12]2[CH2:13][CH2:14][N:15]([C:16]3[N:17]=[CH:18][C:19]([C:22]([OH:31])([C:23]([F:25])([F:26])[F:24])[C:27]([F:29])([F:30])[F:28])=[CH:20][N:21]=3)[C@@H:10]([CH2:9][N:4]([CH:2]([CH3:3])[CH3:1])[S:5]([CH3:8])(=[O:6])=[O:7])[CH2:11]2)(=[O:55])=[O:54])=[CH:49][CH:48]=1, predict the reactants needed to synthesize it. The reactants are: [CH3:1][CH:2]([N:4]([CH2:9][C@@H:10]1[N:15]([C:16]2[N:21]=[CH:20][C:19]([C:22]([OH:31])([C:27]([F:30])([F:29])[F:28])[C:23]([F:26])([F:25])[F:24])=[CH:18][N:17]=2)[CH2:14][CH2:13][N:12](C(OC(C)(C)C)=O)[CH2:11]1)[S:5]([CH3:8])(=[O:7])=[O:6])[CH3:3].C(O)(C(F)(F)F)=O.[Cl:46][C:47]1[N:52]=[CH:51][C:50]([S:53](Cl)(=[O:55])=[O:54])=[CH:49][CH:48]=1.